The task is: Regression. Given two drug SMILES strings and cell line genomic features, predict the synergy score measuring deviation from expected non-interaction effect.. This data is from NCI-60 drug combinations with 297,098 pairs across 59 cell lines. (1) Drug 1: C1=CC=C(C(=C1)C(C2=CC=C(C=C2)Cl)C(Cl)Cl)Cl. Drug 2: CN1C2=C(C=C(C=C2)N(CCCl)CCCl)N=C1CCCC(=O)O.Cl. Cell line: U251. Synergy scores: CSS=6.31, Synergy_ZIP=-0.918, Synergy_Bliss=-0.437, Synergy_Loewe=-3.61, Synergy_HSA=-1.90. (2) Drug 1: CC(C1=C(C=CC(=C1Cl)F)Cl)OC2=C(N=CC(=C2)C3=CN(N=C3)C4CCNCC4)N. Drug 2: CC1C(C(CC(O1)OC2CC(OC(C2O)C)OC3=CC4=CC5=C(C(=O)C(C(C5)C(C(=O)C(C(C)O)O)OC)OC6CC(C(C(O6)C)O)OC7CC(C(C(O7)C)O)OC8CC(C(C(O8)C)O)(C)O)C(=C4C(=C3C)O)O)O)O. Cell line: MCF7. Synergy scores: CSS=12.3, Synergy_ZIP=10.3, Synergy_Bliss=17.9, Synergy_Loewe=15.0, Synergy_HSA=16.9. (3) Drug 1: CCCS(=O)(=O)NC1=C(C(=C(C=C1)F)C(=O)C2=CNC3=C2C=C(C=N3)C4=CC=C(C=C4)Cl)F. Drug 2: CC12CCC(CC1=CCC3C2CCC4(C3CC=C4C5=CN=CC=C5)C)O. Cell line: ACHN. Synergy scores: CSS=22.0, Synergy_ZIP=2.13, Synergy_Bliss=9.98, Synergy_Loewe=5.26, Synergy_HSA=8.42.